This data is from Full USPTO retrosynthesis dataset with 1.9M reactions from patents (1976-2016). The task is: Predict the reactants needed to synthesize the given product. (1) Given the product [Br:13][C:9]1[N:10]=[C:11]2[N:23]([CH2:22][CH2:21][CH:18]3[CH2:19][CH2:20][O:15][CH2:16][CH2:17]3)[CH2:2][C:3](=[O:4])[NH:5][C:6]2=[N:7][CH:8]=1, predict the reactants needed to synthesize it. The reactants are: Br[CH2:2][C:3]([NH:5][C:6]1[C:11](Br)=[N:10][C:9]([Br:13])=[CH:8][N:7]=1)=[O:4].Cl.[O:15]1[CH2:20][CH2:19][CH:18]([CH2:21][CH2:22][NH2:23])[CH2:17][CH2:16]1.C(N(C(C)C)CC)(C)C. (2) Given the product [NH2:46][C:33]1[N:32]=[C:31]([O:30][CH3:29])[C:36]([C:2]2[N:6]([CH:7]([CH3:9])[CH3:8])[C:5]3[CH:10]([C:22]4[CH:23]=[CH:24][C:25]([Cl:28])=[CH:26][CH:27]=4)[N:11]([C:14]4[CH:19]=[C:18]([Cl:20])[CH:17]=[CH:16][C:15]=4[CH3:21])[C:12](=[O:13])[C:4]=3[CH:3]=2)=[CH:35][N:34]=1, predict the reactants needed to synthesize it. The reactants are: Br[C:2]1[N:6]([CH:7]([CH3:9])[CH3:8])[C:5]2[CH:10]([C:22]3[CH:27]=[CH:26][C:25]([Cl:28])=[CH:24][CH:23]=3)[N:11]([C:14]3[CH:19]=[C:18]([Cl:20])[CH:17]=[CH:16][C:15]=3[CH3:21])[C:12](=[O:13])[C:4]=2[CH:3]=1.[CH3:29][O:30][C:31]1[C:36](B2OC(C)(C)C(C)(C)O2)=[CH:35][N:34]=[C:33]([NH2:46])[N:32]=1.C(Cl)Cl.[O-]P([O-])([O-])=O.[K+].[K+].[K+]. (3) Given the product [CH3:25][C:10]1([CH3:24])[C:11]2[NH:12][C:13]3[C:18](=[CH:17][CH:16]=[C:15]([C:22]#[N:23])[CH:14]=3)[C:19]=2[C:20](=[O:21])[C:8]2[CH:7]=[CH:6][C:5]([O:4][CH2:3][CH2:2][N:30]3[CH2:31][CH2:32][NH:27][C:28](=[O:33])[CH2:29]3)=[CH:26][C:9]1=2, predict the reactants needed to synthesize it. The reactants are: Br[CH2:2][CH2:3][O:4][C:5]1[CH:6]=[CH:7][C:8]2[C:20](=[O:21])[C:19]3[C:18]4[C:13](=[CH:14][C:15]([C:22]#[N:23])=[CH:16][CH:17]=4)[NH:12][C:11]=3[C:10]([CH3:25])([CH3:24])[C:9]=2[CH:26]=1.[NH:27]1[CH2:32][CH2:31][NH:30][CH2:29][C:28]1=[O:33].C(N(CC)C(C)C)(C)C. (4) Given the product [CH3:21][CH:20]([NH:19][C:9]1[N:10]=[C:11]2[CH:18]=[CH:17][CH:16]=[CH:15][N:12]2[C:13](=[O:14])[C:8]=1[C:5]1[CH:6]=[CH:7][C:2]([NH:45][C@@H:46]2[CH2:50][CH2:49][N:48]([C:51]([O:53][C:54]([CH3:57])([CH3:56])[CH3:55])=[O:52])[CH2:47]2)=[CH:3][CH:4]=1)[CH3:22], predict the reactants needed to synthesize it. The reactants are: Cl[C:2]1[CH:7]=[CH:6][C:5]([C:8]2[C:13](=[O:14])[N:12]3[CH:15]=[CH:16][CH:17]=[CH:18][C:11]3=[N:10][C:9]=2[NH:19][CH:20]([CH3:22])[CH3:21])=[CH:4][CH:3]=1.C(C1N=C2C=CC=CN2C(=O)C=1C1C=CC(Cl)=CC=1)CCC.[NH2:45][C@@H:46]1[CH2:50][CH2:49][N:48]([C:51]([O:53][C:54]([CH3:57])([CH3:56])[CH3:55])=[O:52])[CH2:47]1.NC1CCCN(C(OC(C)(C)C)=O)C1. (5) Given the product [ClH:1].[CH3:18][C:14]1[N:11]2[CH:12]=[CH:13][C:8]([CH:5]3[CH2:4][CH2:3][NH:2][CH2:7][CH2:6]3)=[CH:9][C:10]2=[CH:16][N:15]=1, predict the reactants needed to synthesize it. The reactants are: [ClH:1].[NH:2]1[CH2:7][CH2:6][CH:5]([C:8]2[CH:13]=[CH:12][N:11]3[CH:14]=[N:15][CH:16]=[C:10]3[CH:9]=2)[CH2:4][CH2:3]1.Br[C:18]1C=CN=C(CNC(=O)C)C=1.BrC1C=CN=C(CNC=O)C=1. (6) Given the product [F:1][C:2]1[CH:7]=[CH:6][CH:5]=[C:4]([F:8])[C:3]=1[N:9]1[C:14]2[N:15]=[C:16]([NH:45][CH2:44][CH2:43][CH2:42][N:41]([CH3:46])[CH3:40])[N:17]=[C:18]([C:19]3[CH:20]=[C:21]([CH:32]=[CH:33][C:34]=3[CH3:35])[C:22]([NH:24][C:25]3[CH:30]=[CH:29][C:28]([F:31])=[CH:27][CH:26]=3)=[O:23])[C:13]=2[CH2:12][NH:11][C:10]1=[O:39], predict the reactants needed to synthesize it. The reactants are: [F:1][C:2]1[CH:7]=[CH:6][CH:5]=[C:4]([F:8])[C:3]=1[N:9]1[C:14]2[N:15]=[C:16](S(C)=O)[N:17]=[C:18]([C:19]3[CH:20]=[C:21]([CH:32]=[CH:33][C:34]=3[CH3:35])[C:22]([NH:24][C:25]3[CH:30]=[CH:29][C:28]([F:31])=[CH:27][CH:26]=3)=[O:23])[C:13]=2[CH2:12][NH:11][C:10]1=[O:39].[CH3:40][N:41]([CH3:46])[CH2:42][CH2:43][CH2:44][NH2:45]. (7) Given the product [CH3:23][N:24]1[CH2:29][CH2:28][N:27]([C:12]([C:8]2[CH:9]=[C:10]3[C:5](=[CH:6][CH:7]=2)[N:4]2[C:15]([CH2:18][CH2:19][CH3:20])=[N:16][N:17]=[C:3]2[C:2](=[O:1])[NH:11]3)=[O:14])[CH2:26][CH:25]1[C:30]1[CH:31]=[CH:32][CH:33]=[CH:34][CH:35]=1, predict the reactants needed to synthesize it. The reactants are: [O:1]=[C:2]1[NH:11][C:10]2[C:5](=[CH:6][CH:7]=[C:8]([C:12]([OH:14])=O)[CH:9]=2)[N:4]2[C:15]([CH2:18][CH2:19][CH3:20])=[N:16][N:17]=[C:3]12.Cl.Cl.[CH3:23][N:24]1[CH2:29][CH2:28][NH:27][CH2:26][CH:25]1[C:30]1[CH:35]=[CH:34][CH:33]=[CH:32][CH:31]=1.ON1C2C=CC=CC=2N=N1.Cl.CN(C)CCCN=C=NCC.C(=O)([O-])O.[Na+]. (8) Given the product [O:31]1[C@H:15]([C@@H:14]([NH:13][C:11](=[O:12])[C@H:6]([C:7]([CH3:10])([CH3:8])[CH3:9])[NH:5][C:3]([O:2][CH3:1])=[O:4])[CH2:17][C:18]2[CH:19]=[CH:20][CH:21]=[CH:22][CH:23]=2)[CH2:16]1, predict the reactants needed to synthesize it. The reactants are: [CH3:1][O:2][C:3]([NH:5][C@H:6]([C:11]([NH:13][C@@H:14]([CH2:17][C:18]1[CH:23]=[CH:22][CH:21]=[CH:20][CH:19]=1)[CH:15]=[CH2:16])=[O:12])[C:7]([CH3:10])([CH3:9])[CH3:8])=[O:4].C1C=C(C([O-])=[O:31])C(C(OO)=O)=CC=1.C1C=C(C([O-])=O)C(C(OO)=O)=CC=1.[Mg+2]. (9) Given the product [Cl:19][CH2:20][CH2:21][CH2:22][N:7]1[C:6]2[CH:5]=[CH:4][CH:3]=[C:2]([F:1])[C:11]=2[O:10][CH2:9][C:8]1=[O:12], predict the reactants needed to synthesize it. The reactants are: [F:1][C:2]1[C:11]2[O:10][CH2:9][C:8](=[O:12])[NH:7][C:6]=2[CH:5]=[CH:4][CH:3]=1.C([O-])([O-])=O.[Cs+].[Cs+].[Cl:19][CH2:20][CH2:21][CH2:22]I.